From a dataset of Forward reaction prediction with 1.9M reactions from USPTO patents (1976-2016). Predict the product of the given reaction. (1) Given the reactants [H-].[Na+].[CH3:3][O:4][CH2:5][O:6][C:7]1[CH:23]=[CH:22][C:10]([NH:11][S:12]([C:15]2[CH:20]=[CH:19][C:18]([CH3:21])=[CH:17][CH:16]=2)(=[O:14])=[O:13])=[C:9]([N+:24]([O-:26])=[O:25])[CH:8]=1.S(OC)(O[CH3:31])(=O)=O.O, predict the reaction product. The product is: [CH3:3][O:4][CH2:5][O:6][C:7]1[CH:23]=[CH:22][C:10]([N:11]([CH3:31])[S:12]([C:15]2[CH:16]=[CH:17][C:18]([CH3:21])=[CH:19][CH:20]=2)(=[O:14])=[O:13])=[C:9]([N+:24]([O-:26])=[O:25])[CH:8]=1. (2) Given the reactants [C:1]([O:5][C:6]([N:8]1[CH2:13][CH2:12][C@H:11]([O:14][C:15]2[CH:20]=[CH:19][CH:18]=[C:17](Cl)[N:16]=2)[CH2:10][C@@H:9]1[CH3:22])=[O:7])([CH3:4])([CH3:3])[CH3:2].[C:23](=[NH:36])([C:30]1[CH:35]=[CH:34][CH:33]=[CH:32][CH:31]=1)[C:24]1[CH:29]=[CH:28][CH:27]=[CH:26][CH:25]=1.CC(C)([O-])C.[Na+], predict the reaction product. The product is: [C:1]([O:5][C:6]([N:8]1[CH2:13][CH2:12][C@H:11]([O:14][C:15]2[CH:20]=[CH:19][CH:18]=[C:17]([N:36]=[C:23]([C:24]3[CH:29]=[CH:28][CH:27]=[CH:26][CH:25]=3)[C:30]3[CH:35]=[CH:34][CH:33]=[CH:32][CH:31]=3)[N:16]=2)[CH2:10][C@@H:9]1[CH3:22])=[O:7])([CH3:4])([CH3:3])[CH3:2].